This data is from Forward reaction prediction with 1.9M reactions from USPTO patents (1976-2016). The task is: Predict the product of the given reaction. (1) Given the reactants [N+:1]([C:4]1[CH:16]=[CH:15][C:7]([CH2:8][NH:9][S:10]([CH2:13][CH3:14])(=[O:12])=[O:11])=[CH:6][CH:5]=1)([O-])=O, predict the reaction product. The product is: [NH2:1][C:4]1[CH:16]=[CH:15][C:7]([CH2:8][NH:9][S:10]([CH2:13][CH3:14])(=[O:12])=[O:11])=[CH:6][CH:5]=1. (2) Given the reactants [S:1]1[C:5]2[CH:6]=[CH:7][CH:8]=[CH:9][C:4]=2[N:3]=[C:2]1[C:10]1[C:19]([N:20]([CH3:24])[CH:21]([CH3:23])[CH3:22])=[N:18][C:17]2[C:12](=[CH:13][CH:14]=[C:15]([C:25]([O:27]C)=[O:26])[CH:16]=2)[N:11]=1.[OH-].[Na+].Cl, predict the reaction product. The product is: [S:1]1[C:5]2[CH:6]=[CH:7][CH:8]=[CH:9][C:4]=2[N:3]=[C:2]1[C:10]1[C:19]([N:20]([CH3:24])[CH:21]([CH3:23])[CH3:22])=[N:18][C:17]2[C:12](=[CH:13][CH:14]=[C:15]([C:25]([OH:27])=[O:26])[CH:16]=2)[N:11]=1. (3) Given the reactants [CH2:1]([C:3]1[CH:4]=[C:5]([CH2:27]O)[S:6][C:7]=1[C:8]1[N:12]=[C:11]([C:13]2[CH:18]=[CH:17][C:16]([O:19][C:20]3[CH:25]=[CH:24][CH:23]=[CH:22][C:21]=3[F:26])=[CH:15][CH:14]=2)[O:10][N:9]=1)[CH3:2].C(Br)(Br)(Br)Br.C1(P(C2C=CC=CC=2)C2C=CC=CC=2)C=CC=CC=1.Cl.[NH:54]1[CH2:57][CH:56]([C:58]([O:60][CH3:61])=[O:59])[CH2:55]1.C(N(CC)C(C)C)(C)C, predict the reaction product. The product is: [CH2:1]([C:3]1[CH:4]=[C:5]([CH2:27][N:54]2[CH2:57][CH:56]([C:58]([O:60][CH3:61])=[O:59])[CH2:55]2)[S:6][C:7]=1[C:8]1[N:12]=[C:11]([C:13]2[CH:14]=[CH:15][C:16]([O:19][C:20]3[CH:25]=[CH:24][CH:23]=[CH:22][C:21]=3[F:26])=[CH:17][CH:18]=2)[O:10][N:9]=1)[CH3:2]. (4) Given the reactants [CH2:1]([N:6]([CH2:28][CH2:29][CH:30]([CH3:32])[CH3:31])[C:7]([C:9]1[CH:14]=[CH:13][N:12]2[N:15]=[C:16]([C:23]([O:25]CC)=[O:24])[C:17](C(OCC)=O)=[C:11]2[CH:10]=1)=[O:8])[CH2:2][CH:3]([CH3:5])[CH3:4].S(=O)(=O)(O)O, predict the reaction product. The product is: [CH2:28]([N:6]([CH2:1][CH2:2][CH:3]([CH3:5])[CH3:4])[C:7]([C:9]1[CH:14]=[CH:13][N:12]2[N:15]=[C:16]([C:23]([OH:25])=[O:24])[CH:17]=[C:11]2[CH:10]=1)=[O:8])[CH2:29][CH:30]([CH3:32])[CH3:31]. (5) Given the reactants [Cl:1][C:2]1[CH:7]=[CH:6][C:5]([NH:8][C:9]2[N:10]=[C:11]([N:17]3[C:21]([CH3:22])=[CH:20][C:19]([CH3:23])=[N:18]3)[C:12]([CH2:15][OH:16])=[N:13][CH:14]=2)=[CH:4][CH:3]=1.[CH2:24](N(CC)CC)C.CS(Cl)(=O)=O.C[O-].[Na+], predict the reaction product. The product is: [Cl:1][C:2]1[CH:3]=[CH:4][C:5]([NH:8][C:9]2[CH:14]=[N:13][C:12]([CH2:15][O:16][CH3:24])=[C:11]([N:17]3[C:21]([CH3:22])=[CH:20][C:19]([CH3:23])=[N:18]3)[N:10]=2)=[CH:6][CH:7]=1. (6) Given the reactants [C:1]1(=[O:11])[NH:5][C:4](=[O:6])[C:3]2=[CH:7][CH:8]=[CH:9][CH:10]=[C:2]12.[Cl:12][CH2:13][CH2:14][C@H:15]([C:17]1[CH:22]=[CH:21][CH:20]=[CH:19][CH:18]=1)O.C1(P(C2C=CC=CC=2)C2C=CC=CC=2)C=CC=CC=1.N(C(OCC)=O)=NC(OCC)=O, predict the reaction product. The product is: [Cl:12][CH2:13][CH2:14][C@H:15]([N:5]1[C:1](=[O:11])[C:2]2[C:3](=[CH:7][CH:8]=[CH:9][CH:10]=2)[C:4]1=[O:6])[C:17]1[CH:22]=[CH:21][CH:20]=[CH:19][CH:18]=1. (7) The product is: [NH2:8][C:6]1[N:5]=[C:4]([C:16]([O:18][CH3:19])=[O:17])[CH:3]=[C:2]([Br:1])[CH:7]=1. Given the reactants [Br:1][C:2]1[CH:7]=[C:6]([NH:8]C(OC(C)(C)C)=O)[N:5]=[C:4]([C:16]([O:18][CH3:19])=[O:17])[CH:3]=1.FC(F)(F)C(O)=O, predict the reaction product.